From a dataset of Full USPTO retrosynthesis dataset with 1.9M reactions from patents (1976-2016). Predict the reactants needed to synthesize the given product. (1) The reactants are: C(OC([N:8]1[C@@H:12](/[CH:13]=[C:14](/[C:16]2[CH:21]=[CH:20][CH:19]=[CH:18][CH:17]=2)\[CH3:15])[CH2:11][O:10]C1(C)C)=O)(C)(C)C. Given the product [NH2:8][C@@H:12]([CH2:13][CH:14]([C:16]1[CH:17]=[CH:18][CH:19]=[CH:20][CH:21]=1)[CH3:15])[CH2:11][OH:10], predict the reactants needed to synthesize it. (2) Given the product [OH:29][CH:30]([C:35]1[CH:36]=[CH:37][C:38]([C:2]2[N:7]3[CH:8]=[C:9]([CH2:11][CH2:12][C:13]4[CH:22]=[CH:21][C:20]5[C:15](=[CH:16][CH:17]=[CH:18][CH:19]=5)[N:14]=4)[N:10]=[C:6]3[C:5]([N:23]3[CH2:24][CH2:25][O:26][CH2:27][CH2:28]3)=[N:4][CH:3]=2)=[CH:39][CH:40]=1)[C:31]([O:33][CH3:34])=[O:32], predict the reactants needed to synthesize it. The reactants are: Br[C:2]1[N:7]2[CH:8]=[C:9]([CH2:11][CH2:12][C:13]3[CH:22]=[CH:21][C:20]4[C:15](=[CH:16][CH:17]=[CH:18][CH:19]=4)[N:14]=3)[N:10]=[C:6]2[C:5]([N:23]2[CH2:28][CH2:27][O:26][CH2:25][CH2:24]2)=[N:4][CH:3]=1.[OH:29][CH:30]([C:35]1[CH:40]=[CH:39][C:38](B2OC(C)(C)C(C)(C)O2)=[CH:37][CH:36]=1)[C:31]([O:33][CH3:34])=[O:32]. (3) Given the product [F:1][C:2]1[C:7]([N+:8]([O-:10])=[O:9])=[CH:6][C:5]([N+:11]([O-:13])=[O:12])=[C:4]([OH:15])[CH:3]=1, predict the reactants needed to synthesize it. The reactants are: [F:1][C:2]1[C:7]([N+:8]([O-:10])=[O:9])=[CH:6][C:5]([N+:11]([O-:13])=[O:12])=[C:4](F)[CH:3]=1.[OH-:15].[Na+]. (4) Given the product [Br:48][C:43]1[CH:44]=[CH:45][CH:46]=[CH:47][C:42]=1[CH:38]1[CH2:39][CH2:40][CH2:41][N:36]([NH:35][C:32](=[O:34])/[CH:31]=[CH:30]/[C:20]2[CH:21]=[CH:22][C:23]([N:24]3[CH:28]=[C:27]([CH3:29])[N:26]=[CH:25]3)=[C:18]([O:17][CH3:16])[CH:19]=2)[C:37]1=[O:49], predict the reactants needed to synthesize it. The reactants are: C1N(P(Cl)(N2C(=O)OCC2)=O)C(=O)OC1.[CH3:16][O:17][C:18]1[CH:19]=[C:20](/[CH:30]=[CH:31]/[C:32]([OH:34])=O)[CH:21]=[CH:22][C:23]=1[N:24]1[CH:28]=[C:27]([CH3:29])[N:26]=[CH:25]1.[NH2:35][N:36]1[CH2:41][CH2:40][CH2:39][CH:38]([C:42]2[CH:47]=[CH:46][CH:45]=[CH:44][C:43]=2[Br:48])[C:37]1=[O:49].O. (5) Given the product [C:33]([P:37]([C:39]([CH3:42])([CH3:41])[CH3:40])[C:20]1[N:19]([S:16]([C:5]2[C:6]([CH:13]([CH3:15])[CH3:14])=[CH:7][C:8]([CH:10]([CH3:11])[CH3:12])=[CH:9][C:4]=2[CH:1]([CH3:2])[CH3:3])(=[O:17])=[O:18])[C:23]2[CH:24]=[CH:25][CH:26]=[CH:27][C:22]=2[N:21]=1)([CH3:36])([CH3:35])[CH3:34], predict the reactants needed to synthesize it. The reactants are: [CH:1]([C:4]1[CH:9]=[C:8]([CH:10]([CH3:12])[CH3:11])[CH:7]=[C:6]([CH:13]([CH3:15])[CH3:14])[C:5]=1[S:16]([N:19]1[C:23]2[CH:24]=[CH:25][CH:26]=[CH:27][C:22]=2[N:21]=[CH:20]1)(=[O:18])=[O:17])([CH3:3])[CH3:2].[Li]CCCC.[C:33]([P:37]([C:39]([CH3:42])([CH3:41])[CH3:40])Cl)([CH3:36])([CH3:35])[CH3:34].CO. (6) Given the product [Br:1][C:2]1[CH:7]=[CH:6][N:5]2[C:10]([NH:12][CH:13]([CH3:15])[CH3:14])=[N:9][N:8]=[C:4]2[CH:3]=1, predict the reactants needed to synthesize it. The reactants are: [Br:1][C:2]1[CH:7]=[CH:6][N:5]=[C:4]([NH:8][NH:9][C:10]([NH:12][CH:13]([CH3:15])[CH3:14])=O)[CH:3]=1.P(Cl)(Cl)(Cl)=O.